Dataset: Forward reaction prediction with 1.9M reactions from USPTO patents (1976-2016). Task: Predict the product of the given reaction. (1) Given the reactants [N+:1]([C:4]1[CH:5]=[CH:6][C:7]2[O:11][C:10]([C:12]3[CH:17]=[CH:16][C:15]([C:18]4[CH:23]=[CH:22][C:21]([C:24]([F:27])([F:26])[F:25])=[CH:20][CH:19]=4)=[CH:14][CH:13]=3)=[N:9][C:8]=2[CH:28]=1)([O-])=O, predict the reaction product. The product is: [F:27][C:24]([F:25])([F:26])[C:21]1[CH:20]=[CH:19][C:18]([C:15]2[CH:16]=[CH:17][C:12]([C:10]3[O:11][C:7]4[CH:6]=[CH:5][C:4]([NH2:1])=[CH:28][C:8]=4[N:9]=3)=[CH:13][CH:14]=2)=[CH:23][CH:22]=1. (2) Given the reactants [CH3:1][N:2]1[C@@H:19]2[CH2:20][C:7]3[CH:8]=[CH:9][C:10]([O:21][CH3:22])=[C:11]4[O:12][C@H:13]5[C:14]([CH2:16][CH2:17][C@@H:18]2[C@:5]5([C:6]=34)[CH2:4][CH2:3]1)=[O:15].C(O)(C(O)=O)C(O)C(O)=O.CC(NC1C=CC(O)=CC=1)=O, predict the reaction product. The product is: [CH3:1][N:2]1[C@@H:19]2[CH2:20][C:7]3[CH:8]=[CH:9][C:10]([O:21][CH3:22])=[C:11]4[O:12][C@H:13]5[C:14]([CH2:16][CH2:17][C@@H:18]2[C@:5]5([C:6]=34)[CH2:4][CH2:3]1)=[O:15]. (3) The product is: [CH3:36][S:37]([OH:40])(=[O:39])=[O:38].[CH3:1][C:2]1([CH3:35])[C:14]2[NH:13][C:12]3[C:7](=[CH:8][CH:9]=[C:10]([C:15]#[N:16])[CH:11]=3)[C:6]=2[C:5](=[O:17])[C:4]2[CH:18]=[C:19]([CH3:34])[C:20]([N:22]3[CH2:23][CH2:24][CH:25]([N:28]4[CH2:29][CH2:30][O:31][CH2:32][CH2:33]4)[CH2:26][CH2:27]3)=[CH:21][C:3]1=2. Given the reactants [CH3:1][C:2]1([CH3:35])[C:14]2[NH:13][C:12]3[C:7](=[CH:8][CH:9]=[C:10]([C:15]#[N:16])[CH:11]=3)[C:6]=2[C:5](=[O:17])[C:4]2[CH:18]=[C:19]([CH3:34])[C:20]([N:22]3[CH2:27][CH2:26][CH:25]([N:28]4[CH2:33][CH2:32][O:31][CH2:30][CH2:29]4)[CH2:24][CH2:23]3)=[CH:21][C:3]1=2.[CH3:36][S:37]([OH:40])(=[O:39])=[O:38], predict the reaction product. (4) Given the reactants [H-].[Na+].C([O:7][C:8](=[O:34])[CH2:9][N:10]1[C:18]2[C:13](=[CH:14][CH:15]=[C:16]([NH:19][CH2:20][C:21]3[N:22]([C:27](OC(C)(C)C)=[O:28])[C:23]([CH3:26])=[CH:24][CH:25]=3)[CH:17]=2)[CH:12]=[CH:11]1)(C)(C)C.O.C(O)(=O)C, predict the reaction product. The product is: [CH3:26][C:23]1[N:22]2[C:27](=[O:28])[N:19]([C:16]3[CH:17]=[C:18]4[C:13]([CH:12]=[CH:11][N:10]4[CH2:9][C:8]([OH:7])=[O:34])=[CH:14][CH:15]=3)[CH2:20][C:21]2=[CH:25][CH:24]=1.